This data is from Full USPTO retrosynthesis dataset with 1.9M reactions from patents (1976-2016). The task is: Predict the reactants needed to synthesize the given product. (1) Given the product [CH3:1][N:2]1[C:10]2[C:5](=[CH:6][CH:7]=[CH:8][C:9]=2[CH2:11][OH:12])[CH:4]=[CH:3]1, predict the reactants needed to synthesize it. The reactants are: [CH3:1][N:2]1[C:10]2[C:5](=[CH:6][CH:7]=[CH:8][C:9]=2[CH:11]=[O:12])[CH:4]=[CH:3]1.[BH4-].[Na+]. (2) Given the product [F:1][C:2]1[C:39]([F:40])=[CH:38][CH:37]=[CH:36][C:3]=1[CH2:4][N:5]1[C:10](=[O:11])[CH:9]=[CH:8][C:7]([CH2:12][C:13]2[C:21]3[C:16](=[CH:17][CH:18]=[CH:19][CH:20]=3)[N:15]([CH2:22][C:23]([OH:25])=[O:24])[C:14]=2[CH3:35])=[N:6]1, predict the reactants needed to synthesize it. The reactants are: [F:1][C:2]1[C:39]([F:40])=[CH:38][CH:37]=[CH:36][C:3]=1[CH2:4][N:5]1[C:10](=[O:11])[CH:9]=[CH:8][C:7]([CH2:12][C:13]2[C:21]3[C:16](=[CH:17][CH:18]=[CH:19][CH:20]=3)[N:15]([CH2:22][C:23]([O:25]CC3C=CC=C(F)C=3F)=[O:24])[C:14]=2[CH3:35])=[N:6]1.C1COCC1.[OH-].[Li+].Cl. (3) Given the product [N+:1]([C:4]1[CH:5]=[C:6]([CH:10]=[C:11]([C:13]([F:14])([F:15])[F:16])[CH:12]=1)[C:7]([O:9][CH3:22])=[O:8])([O-:3])=[O:2], predict the reactants needed to synthesize it. The reactants are: [N+:1]([C:4]1[CH:5]=[C:6]([CH:10]=[C:11]([C:13]([F:16])([F:15])[F:14])[CH:12]=1)[C:7]([OH:9])=[O:8])([O-:3])=[O:2].OS(O)(=O)=O.[CH3:22]O. (4) Given the product [C:1]([C:9]1[CH:14]=[CH:13][CH:12]=[CH:11][C:10]=1[NH:15][S:16]([C:19]1[CH:20]=[CH:21][C:22]([C:23]([NH:25][CH2:26][C:27](=[O:28])[NH:47][C@H:44]2[CH2:43][CH2:42][C@H:41]([CH2:40][CH2:39][N:34]3[CH2:38][CH2:37][CH2:36][CH2:35]3)[CH2:46][CH2:45]2)=[O:24])=[CH:30][CH:31]=1)(=[O:17])=[O:18])(=[O:8])[C:2]1[CH:3]=[CH:4][CH:5]=[CH:6][CH:7]=1, predict the reactants needed to synthesize it. The reactants are: [C:1]([C:9]1[CH:14]=[CH:13][CH:12]=[CH:11][C:10]=1[NH:15][S:16]([C:19]1[CH:31]=[CH:30][C:22]([C:23]([NH:25][CH2:26][C:27](O)=[O:28])=[O:24])=[CH:21][CH:20]=1)(=[O:18])=[O:17])(=[O:8])[C:2]1[CH:7]=[CH:6][CH:5]=[CH:4][CH:3]=1.Cl.Cl.[N:34]1([CH2:39][CH2:40][C@H:41]2[CH2:46][CH2:45][C@H:44]([NH2:47])[CH2:43][CH2:42]2)[CH2:38][CH2:37][CH2:36][CH2:35]1. (5) Given the product [CH2:31]([O:32][C:33](=[O:34])[CH2:35][O:19][CH2:18][CH2:17][O:16][C:15]1[CH:14]=[CH:13][C:12]([C:5]([C:6]2[CH:7]=[CH:8][CH:9]=[CH:10][CH:11]=2)=[C:4]([C:22]2[CH:23]=[CH:24][CH:25]=[CH:26][CH:27]=2)[CH2:3][CH2:2][Cl:1])=[CH:21][CH:20]=1)[CH3:30], predict the reactants needed to synthesize it. The reactants are: [Cl:1][CH2:2][CH2:3][C:4]([C:22]1[CH:27]=[CH:26][CH:25]=[CH:24][CH:23]=1)=[C:5]([C:12]1[CH:21]=[CH:20][C:15]([O:16][CH2:17][CH2:18][OH:19])=[CH:14][CH:13]=1)[C:6]1[CH:11]=[CH:10][CH:9]=[CH:8][CH:7]=1.[H-].[Na+].[CH3:30][CH2:31][O:32][C:33]([CH2:35]Br)=[O:34]. (6) The reactants are: F[C:2]1[N:9]=[CH:8][CH:7]=[C:6]([I:10])[C:3]=1[CH:4]=O.[Br:11][C:12]1[C:13]([NH:18][NH2:19])=[N:14][CH:15]=[CH:16][CH:17]=1. Given the product [Br:11][C:12]1[C:13]([N:18]2[C:2]3=[N:9][CH:8]=[CH:7][C:6]([I:10])=[C:3]3[CH:4]=[N:19]2)=[N:14][CH:15]=[CH:16][CH:17]=1, predict the reactants needed to synthesize it. (7) The reactants are: [F:1][C:2]1[CH:3]=[C:4]([C:8](=[N:20]O)[CH2:9][C:10]2[CH:15]=[CH:14][C:13]([C:16]([F:19])([F:18])[F:17])=[CH:12][N:11]=2)[CH:5]=[CH:6][CH:7]=1.CCN(CC)CC.O.C(OCC)(=O)C. Given the product [F:1][C:2]1[CH:3]=[C:4]([C:8]2[CH:9]=[C:10]3[CH:15]=[CH:14][C:13]([C:16]([F:19])([F:18])[F:17])=[CH:12][N:11]3[N:20]=2)[CH:5]=[CH:6][CH:7]=1, predict the reactants needed to synthesize it. (8) Given the product [CH3:1][C:2]1[C:6]([C:7]2[N:8]([C:21]3[CH:22]=[CH:23][C:24]([OH:27])=[CH:25][CH:26]=3)[C:9]3[C:14]([C:15]=2[CH:16]([OH:20])[C:17]([NH2:19])=[O:18])=[CH:13][CH:12]=[CH:11][CH:10]=3)=[C:5]([CH3:28])[O:4][N:3]=1, predict the reactants needed to synthesize it. The reactants are: [CH3:1][C:2]1[C:6]([C:7]2[N:8]([C:21]3[CH:26]=[CH:25][C:24]([OH:27])=[CH:23][CH:22]=3)[C:9]3[C:14]([C:15]=2[C:16](=[O:20])[C:17]([NH2:19])=[O:18])=[CH:13][CH:12]=[CH:11][CH:10]=3)=[C:5]([CH3:28])[O:4][N:3]=1.[BH4-].[Na+]. (9) Given the product [ClH:28].[NH2:22][C:15]1[C:14]2[CH2:13][N:12]([CH2:11][C:8]3[CH:9]=[N:10][C:5]([O:4][CH2:3][CH:2]([F:1])[F:27])=[C:6]([CH3:26])[CH:7]=3)[C:20](=[O:21])[C:19]=2[CH:18]=[CH:17][N:16]=1, predict the reactants needed to synthesize it. The reactants are: [F:1][CH:2]([F:27])[CH2:3][O:4][C:5]1[N:10]=[CH:9][C:8]([CH2:11][N:12]2[C:20](=[O:21])[C:19]3[CH:18]=[CH:17][N:16]=[C:15]([NH:22]C(=O)C)[C:14]=3[CH2:13]2)=[CH:7][C:6]=1[CH3:26].[ClH:28].